Dataset: Catalyst prediction with 721,799 reactions and 888 catalyst types from USPTO. Task: Predict which catalyst facilitates the given reaction. Reactant: [Cl:1][C:2]1[CH:3]=[C:4]([NH:9][C:10]2[N:15]=[C:14]([NH:16][CH3:17])[C:13]([NH:18][C:19]([N:21]([CH2:23][CH2:24]O)[CH3:22])=[O:20])=[CH:12][N:11]=2)[CH:5]=[CH:6][C:7]=1[Cl:8].C1(P(C2C=CC=CC=2)C2C=CC=CC=2)C=CC=CC=1.N(C(OCC)=O)=NC(OCC)=O. The catalyst class is: 7. Product: [Cl:1][C:2]1[CH:3]=[C:4]([NH:9][C:10]2[N:15]=[C:14]([NH:16][CH3:17])[C:13]([N:18]3[CH2:24][CH2:23][N:21]([CH3:22])[C:19]3=[O:20])=[CH:12][N:11]=2)[CH:5]=[CH:6][C:7]=1[Cl:8].